This data is from Full USPTO retrosynthesis dataset with 1.9M reactions from patents (1976-2016). The task is: Predict the reactants needed to synthesize the given product. (1) Given the product [CH3:8][O:7][C:5](=[O:6])[CH:4]([C:3]([O:10][CH3:11])=[O:9])[CH2:36][CH2:35][CH2:34][CH2:33][CH2:32][CH2:31][CH2:30][CH2:29][CH2:28][CH2:27][CH2:26][CH2:25][CH2:24][CH2:23][CH2:22][CH2:21][CH2:20][CH2:19][CH2:18][C:17]([O:16][C:12]([CH3:13])([CH3:15])[CH3:14])=[O:38], predict the reactants needed to synthesize it. The reactants are: [H-].[Na+].[C:3]([O:10][CH3:11])(=[O:9])[CH2:4][C:5]([O:7][CH3:8])=[O:6].[C:12]([O:16][C:17](=[O:38])[CH2:18][CH2:19][CH2:20][CH2:21][CH2:22][CH2:23][CH2:24][CH2:25][CH2:26][CH2:27][CH2:28][CH2:29][CH2:30][CH2:31][CH2:32][CH2:33][CH2:34][CH2:35][CH2:36]Br)([CH3:15])([CH3:14])[CH3:13].C(OCC)(=O)C. (2) Given the product [O:31]=[C:15]([N:12]1[CH2:11][CH2:10][N:9]([C:7]2[S:8][C:4]3[CH:3]=[C:2]([C:39]4[CH:40]=[CH:41][C:36]([C:35]([F:46])([F:45])[F:34])=[CH:37][CH:38]=4)[CH:33]=[CH:32][C:5]=3[N:6]=2)[CH2:14][CH2:13]1)[C@@H:16]([NH:23][C:24](=[O:30])[O:25][C:26]([CH3:29])([CH3:27])[CH3:28])[CH2:17][C:18]1[S:19][CH:20]=[CH:21][CH:22]=1, predict the reactants needed to synthesize it. The reactants are: Br[C:2]1[CH:33]=[CH:32][C:5]2[N:6]=[C:7]([N:9]3[CH2:14][CH2:13][N:12]([C:15](=[O:31])[C@@H:16]([NH:23][C:24](=[O:30])[O:25][C:26]([CH3:29])([CH3:28])[CH3:27])[CH2:17][C:18]4[S:19][CH:20]=[CH:21][CH:22]=4)[CH2:11][CH2:10]3)[S:8][C:4]=2[CH:3]=1.[F:34][C:35]([F:46])([F:45])[C:36]1[CH:41]=[CH:40][C:39](B(O)O)=[CH:38][CH:37]=1.C(=O)([O-])[O-].[K+].[K+]. (3) Given the product [CH3:12][N:13]([CH2:2][C:3]1[N:4]=[C:5]([NH:8][C:9](=[O:11])[CH3:10])[S:6][CH:7]=1)[CH3:14], predict the reactants needed to synthesize it. The reactants are: Cl[CH2:2][C:3]1[N:4]=[C:5]([NH:8][C:9](=[O:11])[CH3:10])[S:6][CH:7]=1.[CH3:12][NH:13][CH3:14]. (4) The reactants are: [N:1]1([C:10]2[CH:17]=[CH:16]C(C#N)=[CH:12][C:11]=2[C:18]([F:21])([F:20])[F:19])[C:5]2[CH2:6][CH2:7][CH2:8][CH2:9][C:4]=2[N:3]=[CH:2]1.[OH-:22].[Na+].[CH2:24]([OH:26])[CH3:25]. Given the product [N:1]1([C:10]2[CH:17]=[CH:16][C:25]([C:24]([OH:22])=[O:26])=[CH:12][C:11]=2[C:18]([F:21])([F:20])[F:19])[C:5]2[CH2:6][CH2:7][CH2:8][CH2:9][C:4]=2[N:3]=[CH:2]1, predict the reactants needed to synthesize it.